The task is: Regression. Given two drug SMILES strings and cell line genomic features, predict the synergy score measuring deviation from expected non-interaction effect.. This data is from NCI-60 drug combinations with 297,098 pairs across 59 cell lines. Drug 1: CC1CCC2CC(C(=CC=CC=CC(CC(C(=O)C(C(C(=CC(C(=O)CC(OC(=O)C3CCCCN3C(=O)C(=O)C1(O2)O)C(C)CC4CCC(C(C4)OC)OCCO)C)C)O)OC)C)C)C)OC. Drug 2: CN1C2=C(C=C(C=C2)N(CCCl)CCCl)N=C1CCCC(=O)O.Cl. Cell line: NCI-H322M. Synergy scores: CSS=15.0, Synergy_ZIP=-3.08, Synergy_Bliss=2.22, Synergy_Loewe=-41.2, Synergy_HSA=1.17.